From a dataset of Full USPTO retrosynthesis dataset with 1.9M reactions from patents (1976-2016). Predict the reactants needed to synthesize the given product. (1) The reactants are: [CH3:1][O:2][C:3]1[CH:8]=[CH:7][C:6]([C:9]2[C:14]([CH3:15])=[C:13]([C:16]([F:19])([F:18])[F:17])[N:12]3[N:20]=[CH:21][C:22]([C:23]([O:25]C)=O)=[C:11]3[N:10]=2)=[CH:5][CH:4]=1.[CH3:27][C@H:28]1[NH:33][CH2:32][CH2:31][N:30]([C@H:34]([C:36]2[CH:41]=[C:40]([F:42])[CH:39]=[C:38]([F:43])[C:37]=2[F:44])[CH3:35])[CH2:29]1. Given the product [CH3:1][O:2][C:3]1[CH:8]=[CH:7][C:6]([C:9]2[C:14]([CH3:15])=[C:13]([C:16]([F:19])([F:17])[F:18])[N:12]3[N:20]=[CH:21][C:22]([C:23]([N:33]4[CH2:32][CH2:31][N:30]([C@H:34]([C:36]5[CH:41]=[C:40]([F:42])[CH:39]=[C:38]([F:43])[C:37]=5[F:44])[CH3:35])[CH2:29][C@H:28]4[CH3:27])=[O:25])=[C:11]3[N:10]=2)=[CH:5][CH:4]=1, predict the reactants needed to synthesize it. (2) The reactants are: [CH2:1]([C:8]1[C:9]([CH3:14])=[N:10][NH:11][C:12]=1[NH2:13])[C:2]1[CH:7]=[CH:6][CH:5]=[CH:4][CH:3]=1.O=[C:16]([C:22]1[CH:27]=[CH:26][CH:25]=[CH:24][CH:23]=1)[CH2:17][C:18](OC)=[O:19].CC(=O)OCC. Given the product [CH2:1]([C:8]1[C:9]([CH3:14])=[N:10][N:11]2[C:18](=[O:19])[CH:17]=[C:16]([C:22]3[CH:27]=[CH:26][CH:25]=[CH:24][CH:23]=3)[NH:13][C:12]=12)[C:2]1[CH:3]=[CH:4][CH:5]=[CH:6][CH:7]=1, predict the reactants needed to synthesize it. (3) Given the product [NH2:20][C:19]1[N:1]([C:3]2[CH:4]=[C:5]([CH2:9][C:10]([O:12][CH2:13][CH3:14])=[O:11])[CH:6]=[CH:7][CH:8]=2)[N:2]=[C:17]([C:16]([CH3:23])([CH3:22])[CH3:15])[CH:18]=1, predict the reactants needed to synthesize it. The reactants are: [NH:1]([C:3]1[CH:4]=[C:5]([CH2:9][C:10]([O:12][CH2:13][CH3:14])=[O:11])[CH:6]=[CH:7][CH:8]=1)[NH2:2].[CH3:15][C:16]([CH3:23])([CH3:22])[C:17](=O)[CH2:18][C:19]#[N:20].Cl. (4) Given the product [CH:8]([OH:9])=[O:44].[Cl:31][C:23]1[N:22]=[CH:21][C:20]([C:18]2[CH:17]=[C:16]3[C:12]([CH:13]=[N:14][NH:15]3)=[C:11]([NH:10][C:8]([C:6]3[N:7]=[C:3]([CH2:2][N:41]4[CH2:46][CH2:45][O:44][CH2:43][CH2:42]4)[S:4][CH:5]=3)=[O:9])[CH:19]=2)=[CH:25][C:24]=1[NH:26][S:27]([CH3:30])(=[O:29])=[O:28], predict the reactants needed to synthesize it. The reactants are: Cl[CH2:2][C:3]1[S:4][CH:5]=[C:6]([C:8]([NH:10][C:11]2[CH:19]=[C:18]([C:20]3[CH:21]=[N:22][C:23]([Cl:31])=[C:24]([NH:26][S:27]([CH3:30])(=[O:29])=[O:28])[CH:25]=3)[CH:17]=[C:16]3[C:12]=2[CH:13]=[N:14][N:15]3S(C2C=CC=CC=2)(=O)=O)=[O:9])[N:7]=1.[NH:41]1[CH2:46][CH2:45][O:44][CH2:43][CH2:42]1.CCN(C(C)C)C(C)C.[I-].[Na+].C[Si](C)(C)[O-].[K+]. (5) Given the product [CH3:10][O:9][C:7]1[CH:6]=[C:5]([NH:11][C:19](=[O:20])[CH3:18])[CH:4]=[C:3]([O:2][CH3:1])[CH:8]=1, predict the reactants needed to synthesize it. The reactants are: [CH3:1][O:2][C:3]1[CH:4]=[C:5]([NH2:11])[CH:6]=[C:7]([O:9][CH3:10])[CH:8]=1.CCCCCC.[CH3:18][C:19](OC(C)=O)=[O:20]. (6) Given the product [CH2:14]([C:2]1[CH:11]=[CH:10][C:9]2[C:7](=[O:8])[O:6][CH2:5][C:4]=2[CH:3]=1)[CH:13]=[CH2:12], predict the reactants needed to synthesize it. The reactants are: Br[C:2]1[CH:3]=[C:4]2[C:9](=[CH:10][CH:11]=1)[C:7](=[O:8])[O:6][CH2:5]2.[CH2:12]([Sn](CCCC)(CCCC)CCCC)[CH:13]=[CH2:14].[Cl-].[Li+].